This data is from Peptide-MHC class I binding affinity with 185,985 pairs from IEDB/IMGT. The task is: Regression. Given a peptide amino acid sequence and an MHC pseudo amino acid sequence, predict their binding affinity value. This is MHC class I binding data. (1) The peptide sequence is TYQRTRALI. The MHC is H-2-Kd with pseudo-sequence H-2-Kd. The binding affinity (normalized) is 0.818. (2) The peptide sequence is YITDYSNDI. The MHC is HLA-A02:03 with pseudo-sequence HLA-A02:03. The binding affinity (normalized) is 0.0847. (3) The peptide sequence is YFSGIMVRL. The MHC is HLA-A11:01 with pseudo-sequence HLA-A11:01. The binding affinity (normalized) is 0.0847. (4) The peptide sequence is MILMTHFFSI. The MHC is HLA-A02:03 with pseudo-sequence HLA-A02:03. The binding affinity (normalized) is 0.351. (5) The peptide sequence is TVIKTLLEV. The MHC is HLA-A02:01 with pseudo-sequence HLA-A02:01. The binding affinity (normalized) is 0.481. (6) The peptide sequence is LMIVARHER. The MHC is HLA-A33:01 with pseudo-sequence HLA-A33:01. The binding affinity (normalized) is 0.560. (7) The peptide sequence is LQYEGGAAL. The MHC is HLA-B14:01 with pseudo-sequence HLA-B14:02. The binding affinity (normalized) is 0.115.